From a dataset of Catalyst prediction with 721,799 reactions and 888 catalyst types from USPTO. Predict which catalyst facilitates the given reaction. (1) Reactant: Cl.CO[CH:4](OC)[CH2:5][NH:6][CH2:7][C:8]([O:10][CH2:11][CH3:12])=[O:9].[S-:15][C:16]#[N:17].[K+].Cl. The catalyst class is: 14. Product: [SH:15][C:16]1[N:6]([CH2:7][C:8]([O:10][CH2:11][CH3:12])=[O:9])[CH:5]=[CH:4][N:17]=1. (2) Reactant: Br[C:2]1[CH:7]=[CH:6][C:5]([Br:8])=[CH:4][N:3]=1.[CH3:9][S:10]([C:13]1[CH:20]=[CH:19][C:16]([CH2:17][OH:18])=[CH:15][CH:14]=1)(=[O:12])=[O:11].CC(C)([O-])C.[K+].[Cl-].[NH4+]. Product: [Br:8][C:5]1[CH:6]=[CH:7][C:2]([O:18][CH2:17][C:16]2[CH:15]=[CH:14][C:13]([S:10]([CH3:9])(=[O:12])=[O:11])=[CH:20][CH:19]=2)=[N:3][CH:4]=1. The catalyst class is: 7. (3) Reactant: [N+:1]([CH2:4][CH2:5][C:6]1[CH:7]=[C:8]([O:12][C:13](=[O:15])[CH3:14])[CH:9]=[CH:10][CH:11]=1)([O-:3])=[O:2].[CH:16]([C@H:18]1[CH2:22][O:21][C:20]([CH3:24])([CH3:23])[N:19]1[C:25]([O:27][C:28]([CH3:31])([CH3:30])[CH3:29])=[O:26])=[O:17].[F-].C([N+](CCCC)(CCCC)CCCC)CCC. Product: [C:28]([O:27][C:25]([N:19]1[C@@H:18]([C@@H:16]([OH:17])[C@@H:4]([N+:1]([O-:3])=[O:2])[CH2:5][C:6]2[CH:11]=[CH:10][CH:9]=[C:8]([O:12][C:13](=[O:15])[CH3:14])[CH:7]=2)[CH2:22][O:21][C:20]1([CH3:24])[CH3:23])=[O:26])([CH3:31])([CH3:30])[CH3:29]. The catalyst class is: 7.